Regression/Classification. Given a drug SMILES string, predict its absorption, distribution, metabolism, or excretion properties. Task type varies by dataset: regression for continuous measurements (e.g., permeability, clearance, half-life) or binary classification for categorical outcomes (e.g., BBB penetration, CYP inhibition). Dataset: cyp1a2_veith. From a dataset of CYP1A2 inhibition data for predicting drug metabolism from PubChem BioAssay. (1) The molecule is CN(C)CCCNc1c(C(=O)O)cnc2c1cnn2C. The result is 0 (non-inhibitor). (2) The molecule is C[As+](C)(c1ccc(Br)c([N+](=O)[O-])c1)c1ccc(Br)c([N+](=O)[O-])c1.O=[N+]([O-])O. The result is 0 (non-inhibitor). (3) The molecule is CC(=O)OC[C@@H]1O[C@H](CCO/N=C(\C)CCN2CCCCc3nc(C)c(C)cc32)C=C[C@@H]1OC(C)=O. The result is 0 (non-inhibitor). (4) The compound is OC[C@@H]1NC[C@@H](O)[C@@H](O)[C@H]1O. The result is 0 (non-inhibitor).